From a dataset of Peptide-MHC class II binding affinity with 134,281 pairs from IEDB. Regression. Given a peptide amino acid sequence and an MHC pseudo amino acid sequence, predict their binding affinity value. This is MHC class II binding data. (1) The peptide sequence is AWASACGGTGKNTIV. The MHC is DRB5_0101 with pseudo-sequence DRB5_0101. The binding affinity (normalized) is 0.483. (2) The binding affinity (normalized) is 0.800. The peptide sequence is PQVKYAVFEAALTKA. The MHC is HLA-DQA10501-DQB10301 with pseudo-sequence HLA-DQA10501-DQB10301. (3) The peptide sequence is GILQIVDKIDAAFKI. The MHC is DRB4_0101 with pseudo-sequence DRB4_0103. The binding affinity (normalized) is 0.626. (4) The peptide sequence is YDKFLANVSTVETGK. The MHC is DRB1_0405 with pseudo-sequence DRB1_0405. The binding affinity (normalized) is 0.678. (5) The peptide sequence is KIGDDATLSCNRN. The MHC is HLA-DQA10101-DQB10501 with pseudo-sequence HLA-DQA10101-DQB10501. The binding affinity (normalized) is 0.0423.